Task: Predict the product of the given reaction.. Dataset: Forward reaction prediction with 1.9M reactions from USPTO patents (1976-2016) Given the reactants [NH2:1][C:2]1[CH:9]=[C:8]([C:10]2[O:11][CH:12]=[CH:13][CH:14]=2)[C:5]([C:6]#[N:7])=[C:4]([S:15][CH3:16])[N:3]=1.C1(C2[O:25]N2S(C2C=CC=CC=2)(=O)=O)C=CC=CC=1, predict the reaction product. The product is: [NH2:1][C:2]1[CH:9]=[C:8]([C:10]2[O:11][CH:12]=[CH:13][CH:14]=2)[C:5]([C:6]#[N:7])=[C:4]([S:15]([CH3:16])=[O:25])[N:3]=1.